Predict the product of the given reaction. From a dataset of Forward reaction prediction with 1.9M reactions from USPTO patents (1976-2016). (1) Given the reactants C(O[C:6](=O)[N:7]([CH:9]([C:19](=[O:48])[NH:20][CH:21]([C:26](=[O:47])[N:27]([CH:29]([CH:44]([CH3:46])[CH3:45])[CH:30]=[C:31]([CH3:43])[C:32]([C:34]1[N:35](COCC)[CH:36]=[CH:37][N:38]=1)=[O:33])[CH3:28])[C:22]([CH3:25])([CH3:24])[CH3:23])[C:10]([CH3:18])([C:12]1[CH:17]=[CH:16][CH:15]=[CH:14][CH:13]=1)[CH3:11])C)(C)(C)C.FC(F)(F)C(O)=O, predict the reaction product. The product is: [NH:35]1[CH:36]=[CH:37][N:38]=[C:34]1[C:32](=[O:33])/[C:31](/[CH3:43])=[CH:30]/[C@@H:29]([N:27]([CH3:28])[C:26](=[O:47])[C@@H:21]([NH:20][C:19](=[O:48])[C@@H:9]([NH:7][CH3:6])[C:10]([CH3:11])([C:12]1[CH:13]=[CH:14][CH:15]=[CH:16][CH:17]=1)[CH3:18])[C:22]([CH3:23])([CH3:25])[CH3:24])[CH:44]([CH3:46])[CH3:45]. (2) Given the reactants [S:1]1[CH:5]=[C:4]([CH2:6][N:7]2[C:15]3[C:10](=[CH:11][C:12]([NH:16][C:17]4[C:26]5[C:21](=[CH:22][CH:23]=[CH:24][C:25]=5[O:27][C@H:28]([CH3:33])[C:29]([O:31]C)=O)[N:20]=[CH:19][N:18]=4)=[CH:13][CH:14]=3)[CH:9]=[N:8]2)[N:3]=[CH:2]1.[CH2:34]([NH2:36])[CH3:35], predict the reaction product. The product is: [CH2:34]([NH:36][C:29](=[O:31])[C@H:28]([O:27][C:25]1[CH:24]=[CH:23][CH:22]=[C:21]2[C:26]=1[C:17]([NH:16][C:12]1[CH:11]=[C:10]3[C:15](=[CH:14][CH:13]=1)[N:7]([CH2:6][C:4]1[N:3]=[CH:2][S:1][CH:5]=1)[N:8]=[CH:9]3)=[N:18][CH:19]=[N:20]2)[CH3:33])[CH3:35].